Dataset: Full USPTO retrosynthesis dataset with 1.9M reactions from patents (1976-2016). Task: Predict the reactants needed to synthesize the given product. (1) Given the product [ClH:40].[ClH:40].[CH3:25][N:24]1[C:20]([CH:9]2[CH2:8][NH:13][CH2:12][CH2:11][NH:10]2)=[N:21][N:22]=[N:23]1, predict the reactants needed to synthesize it. The reactants are: C(OC([CH:8]1[N:13](C(O)=O)[CH2:12][CH2:11][N:10](C(O)=O)[C:9]1(C(OC(C)(C)C)=O)[C:20]1[N:24]([CH3:25])[N:23]=[N:22][N:21]=1)=O)(C)(C)C.FC(F)(F)C(O)=O.[Cl:40]CCl. (2) Given the product [CH3:3][O:4][C:5]1[CH:6]=[CH:7][C:8]([N:11]2[C:15]([C:16]([OH:18])=[O:17])=[CH:14][C:13]([S:20][CH3:21])=[N:12]2)=[CH:9][CH:10]=1, predict the reactants needed to synthesize it. The reactants are: [OH-].[Li+].[CH3:3][O:4][C:5]1[CH:10]=[CH:9][C:8]([N:11]2[C:15]([C:16]([O:18]C)=[O:17])=[CH:14][C:13]([S:20][CH3:21])=[N:12]2)=[CH:7][CH:6]=1. (3) Given the product [C:31]([NH:2][CH2:3][CH2:4][C:5]([O:7][CH2:8][CH3:9])=[O:6])([O:30][C:26]([CH3:29])([CH3:28])[CH3:27])=[O:32], predict the reactants needed to synthesize it. The reactants are: Cl.[NH2:2][CH2:3][CH2:4][C:5]([O:7][CH2:8][CH3:9])=[O:6].C(N(CC)CC)C.CN(C1C=CC=CN=1)C.[C:26]([O:30][C:31](O[C:31]([O:30][C:26]([CH3:29])([CH3:28])[CH3:27])=[O:32])=[O:32])([CH3:29])([CH3:28])[CH3:27]. (4) Given the product [Br:1][C:2]1[CH:7]=[CH:6][C:5]([S:8]([F:12])(=[O:10])=[O:9])=[CH:4][CH:3]=1, predict the reactants needed to synthesize it. The reactants are: [Br:1][C:2]1[CH:7]=[CH:6][C:5]([S:8](Cl)(=[O:10])=[O:9])=[CH:4][CH:3]=1.[F-:12].[K+].C1OCCOCCOCCOCCOCCOC1. (5) The reactants are: Br[C:2]1[N:3]=[CH:4][C:5]([NH:21][CH3:22])=[N:6][C:7]=1[C:8]1[CH:13]=[CH:12][C:11]([O:14][C:15]([F:18])([F:17])[F:16])=[CH:10][C:9]=1[O:19][CH3:20].[CH3:23]B(O)O.C([O-])([O-])=O.[Na+].[Na+]. Given the product [CH3:20][O:19][C:9]1[CH:10]=[C:11]([O:14][C:15]([F:18])([F:17])[F:16])[CH:12]=[CH:13][C:8]=1[C:7]1[N:6]=[C:5]([NH:21][CH3:22])[CH:4]=[N:3][C:2]=1[CH3:23], predict the reactants needed to synthesize it. (6) Given the product [Cl:14][C:7]1[C:6]2[C:11](=[C:2]([C:9]3[CH:8]=[CH:7][CH:6]=[CH:11][N:10]=3)[CH:3]=[CH:4][CH:5]=2)[N:10]=[C:9]([C:22]2[CH:23]=[CH:24][CH:25]=[CH:20][N:21]=2)[C:8]=1[CH3:13], predict the reactants needed to synthesize it. The reactants are: Br[C:2]1[CH:3]=[CH:4][CH:5]=[C:6]2[C:11]=1[N:10]=[C:9](Cl)[C:8]([CH3:13])=[C:7]2[Cl:14].C([Sn](CCCC)(CCCC)[C:20]1[CH:25]=[CH:24][CH:23]=[CH:22][N:21]=1)CCC.